From a dataset of Forward reaction prediction with 1.9M reactions from USPTO patents (1976-2016). Predict the product of the given reaction. Given the reactants [NH2:1][C:2]1[N:3]=[CH:4][C:5]([C:18]2[CH:19]=[C:20]([CH:44]=[CH:45][CH:46]=2)[CH2:21][NH:22][CH:23]2[CH2:28][CH2:27][N:26](C(OC(C)(C)C)=O)[C@@H:25]([C:36]([O:38][CH:39]3[CH2:43][CH2:42][CH2:41][CH2:40]3)=[O:37])[CH2:24]2)=[N:6][C:7]=1[NH:8][CH2:9][C:10]1[C:15]([Cl:16])=[CH:14][CH:13]=[CH:12][C:11]=1[Cl:17].Cl, predict the reaction product. The product is: [NH2:1][C:2]1[N:3]=[CH:4][C:5]([C:18]2[CH:19]=[C:20]([CH:44]=[CH:45][CH:46]=2)[CH2:21][NH:22][CH:23]2[CH2:28][CH2:27][NH:26][C@@H:25]([C:36]([O:38][CH:39]3[CH2:43][CH2:42][CH2:41][CH2:40]3)=[O:37])[CH2:24]2)=[N:6][C:7]=1[NH:8][CH2:9][C:10]1[C:15]([Cl:16])=[CH:14][CH:13]=[CH:12][C:11]=1[Cl:17].